This data is from Full USPTO retrosynthesis dataset with 1.9M reactions from patents (1976-2016). The task is: Predict the reactants needed to synthesize the given product. (1) Given the product [Cl:11][C:5]1[N:4]=[N:3][C:2]([NH:12][NH2:13])=[C:7]([NH:8][CH2:9][CH3:10])[CH:6]=1, predict the reactants needed to synthesize it. The reactants are: Cl[C:2]1[N:3]=[N:4][C:5]([Cl:11])=[CH:6][C:7]=1[NH:8][CH2:9][CH3:10].[NH2:12][NH2:13]. (2) Given the product [CH3:29][C:30]1[O:31][C:32]([CH3:39])=[CH:33][C:34]=1[S:35]([N:11]1[C:12]2[C:8](=[C:7]3[CH2:1][NH:2][CH2:3][CH2:4][O:5][C:6]3=[CH:14][CH:13]=2)[CH:9]=[CH:10]1)(=[O:37])=[O:36], predict the reactants needed to synthesize it. The reactants are: [CH2:1]1[C:7]2=[C:8]3[C:12](=[CH:13][CH:14]=[C:6]2[O:5][CH2:4][CH2:3][N:2]1C(OC(C)(C)C)=O)[NH:11][CH:10]=[CH:9]3.[H-].[Na+].CN(C=O)C.[CH3:29][C:30]1[O:31][C:32]([CH3:39])=[CH:33][C:34]=1[S:35](Cl)(=[O:37])=[O:36]. (3) The reactants are: [Br:1][C:2]1[CH:3]=[C:4]2[C:9](=[CH:10][CH:11]=1)[N:8]=[N:7][CH:6]=[C:5]2Cl.Cl.[C:14]1([CH2:20][CH2:21][NH2:22])[CH:19]=[CH:18][CH:17]=[CH:16][CH:15]=1.CCN(C(C)C)C(C)C. Given the product [Br:1][C:2]1[CH:3]=[C:4]2[C:9](=[CH:10][CH:11]=1)[N:8]=[N:7][CH:6]=[C:5]2[NH:22][CH2:21][CH2:20][C:14]1[CH:19]=[CH:18][CH:17]=[CH:16][CH:15]=1, predict the reactants needed to synthesize it. (4) Given the product [C:37]([O:19][C:17]1[N:18]=[C:13]([N:10]2[CH2:11][CH2:12][CH:7]([C:5](=[O:6])[N:4]([CH2:1][CH:2]=[CH2:3])[S:27]([CH2:30][C:31]3[CH:32]=[CH:33][CH:34]=[CH:35][CH:36]=3)(=[O:29])=[O:28])[CH2:8][CH2:9]2)[C:14]([C:25]#[N:26])=[CH:15][C:16]=1[C:20]([O:22][CH2:23][CH3:24])=[O:21])(=[O:39])[CH3:38], predict the reactants needed to synthesize it. The reactants are: [CH2:1]([N:4]([S:27]([CH2:30][C:31]1[CH:36]=[CH:35][CH:34]=[CH:33][CH:32]=1)(=[O:29])=[O:28])[C:5]([CH:7]1[CH2:12][CH2:11][N:10]([C:13]2[NH:18][C:17](=[O:19])[C:16]([C:20]([O:22][CH2:23][CH3:24])=[O:21])=[CH:15][C:14]=2[C:25]#[N:26])[CH2:9][CH2:8]1)=[O:6])[CH:2]=[CH2:3].[C:37](OC(=O)C)(=[O:39])[CH3:38]. (5) Given the product [OH:2][CH2:1][CH2:3][NH:4][S:20]([C:17]1[CH:16]=[CH:15][C:14]([O:13][CH3:12])=[CH:19][CH:18]=1)(=[O:22])=[O:21], predict the reactants needed to synthesize it. The reactants are: [CH2:1]([CH2:3][NH2:4])[OH:2].C(N(CC)CC)C.[CH3:12][O:13][C:14]1[CH:19]=[CH:18][C:17]([S:20](Cl)(=[O:22])=[O:21])=[CH:16][CH:15]=1. (6) Given the product [Cl:20][C:19]1[C:14]([C:6]2[CH:7]=[CH:8][C:3]([O:2][CH3:1])=[C:4]([CH3:12])[CH:5]=2)=[N:15][CH:16]=[CH:17][CH:18]=1, predict the reactants needed to synthesize it. The reactants are: [CH3:1][O:2][C:3]1[CH:8]=[CH:7][C:6](B(O)O)=[CH:5][C:4]=1[CH3:12].Cl[C:14]1[C:19]([Cl:20])=[CH:18][CH:17]=[CH:16][N:15]=1.P([O-])([O-])([O-])=O.[K+].[K+].[K+].O1CCOCC1. (7) Given the product [CH:2]1(/[CH:8]=[C:9](\[CH3:13])/[CH:10]([OH:12])[CH3:11])[CH2:7][CH2:6][CH:5]=[CH:4][CH2:3]1, predict the reactants needed to synthesize it. The reactants are: [H-].[CH:2]1(/[CH:8]=[C:9](\[CH3:13])/[C:10](=[O:12])[CH3:11])[CH2:7][CH2:6][CH:5]=[CH:4][CH2:3]1.[H-].[Al+3].[Li+].[H-].[H-].[H-]. (8) Given the product [C:20]([OH:22])(=[O:21])[CH2:15][C:16]([CH2:42][C:43]([OH:45])=[O:44])([C:17]([OH:19])=[O:18])[OH:8], predict the reactants needed to synthesize it. The reactants are: C1(C(O)=[O:8])C(=C)C=CC=1.C1C2[C:15]([N+]([O-])=O)([C:20]([OH:22])=[O:21])[CH:16]([C:17]([OH:19])=[O:18])C1C=C2.C(N([CH2:42][C:43]([OH:45])=[O:44])[CH2:42][C:43]([OH:45])=[O:44])CN([CH2:42][C:43]([OH:45])=[O:44])[CH2:42][C:43]([OH:45])=[O:44].C1C=C(C(NCCNC(C(O)=O)C2C(O)=CC=CC=2)C(O)=O)C(O)=CC=1.C(N(CC(O)=O)CCO)CN(CC(O)=O)CC(O)=O.C1CC(N(CC(O)=O)CC(O)=O)C(N(CC(O)=O)CC(O)=O)CC1. (9) Given the product [F:1][C:2]1[CH:3]=[C:4]([C:17]2([C:20]#[N:21])[CH2:18][CH2:19]2)[CH:5]=[CH:6][C:7]=1[C:32]1[CH:33]=[CH:34][C:29]([C:26]2[CH:27]=[CH:28][CH:23]=[CH:24][CH:25]=2)=[CH:30][CH:31]=1, predict the reactants needed to synthesize it. The reactants are: [F:1][C:2]1[CH:3]=[C:4]([C:17]2([C:20]#[N:21])[CH2:19][CH2:18]2)[CH:5]=[CH:6][C:7]=1B1OC(C)(C)C(C)(C)O1.Br[C:23]1[CH:28]=[CH:27][C:26]([C:29]2[CH:34]=[CH:33][CH:32]=[CH:31][CH:30]=2)=[CH:25][CH:24]=1.C([O-])([O-])=O.[Na+].[Na+]. (10) Given the product [CH2:20]([O:22][C:23](=[O:29])[C@H:24]([CH:26]([CH3:28])[CH3:27])[NH:25][C:16](=[O:18])[C@H:14]([CH3:15])[NH:13][C:11](=[O:12])[CH2:10][C:6]1[CH:7]=[CH:8][CH:9]=[C:4]([N+:1]([O-:3])=[O:2])[CH:5]=1)[CH3:21], predict the reactants needed to synthesize it. The reactants are: [N+:1]([C:4]1[CH:5]=[C:6]([CH2:10][C:11]([NH:13][C@H:14]([C:16]([OH:18])=O)[CH3:15])=[O:12])[CH:7]=[CH:8][CH:9]=1)([O-:3])=[O:2].Cl.[CH2:20]([O:22][C:23](=[O:29])[C@H:24]([CH:26]([CH3:28])[CH3:27])[NH2:25])[CH3:21].